Dataset: Catalyst prediction with 721,799 reactions and 888 catalyst types from USPTO. Task: Predict which catalyst facilitates the given reaction. (1) Product: [Si:20]([O:10][CH2:9][C:6]1[CH:5]=[CH:4][N:3]=[C:2]([Cl:1])[C:7]=1[F:8])([C:16]([CH3:19])([CH3:18])[CH3:17])([CH3:23])[CH3:22]. Reactant: [Cl:1][C:2]1[C:7]([F:8])=[C:6]([CH2:9][OH:10])[CH:5]=[CH:4][N:3]=1.N1C=CN=C1.[C:16]([Si:20]([CH3:23])([CH3:22])Cl)([CH3:19])([CH3:18])[CH3:17].C(Cl)Cl. The catalyst class is: 3. (2) Reactant: [NH2:1]/[C:2](=[N:8]\[NH:9][C:10]1[CH:15]=[CH:14][CH:13]=[CH:12][CH:11]=1)/[C:3]([O:5][CH2:6][CH3:7])=[O:4].[Cl:16][C:17]([Cl:22])([Cl:21])[C:18](Cl)=O.C(OCC)(=O)C. Product: [C:10]1([N:9]2[C:18]([C:17]([Cl:22])([Cl:21])[Cl:16])=[N:1][C:2]([C:3]([O:5][CH2:6][CH3:7])=[O:4])=[N:8]2)[CH:15]=[CH:14][CH:13]=[CH:12][CH:11]=1. The catalyst class is: 11. (3) Reactant: [N:1]1[C:6]2[O:7][CH2:8][C:9](=O)[C:5]=2[CH:4]=[CH:3][N:2]=1.[CH3:11][O:12][NH2:13].CC([O-])=O.[Na+]. Product: [CH3:11][O:12][N:13]=[C:9]1[C:5]2[CH:4]=[CH:3][N:2]=[N:1][C:6]=2[O:7][CH2:8]1. The catalyst class is: 14. (4) Reactant: [NH2:1][C:2]1[N:7]=[CH:6][N:5]=[C:4]2[N:8]([CH:20]3[CH2:25][CH2:24][N:23](C(OC(C)(C)C)=O)[CH2:22][CH2:21]3)[N:9]=[C:10](C3C=CC(N)=C(OC)C=3)[C:3]=12.O1C2C=CC=CC=2C=C1C=O.[C:44]([O:47][BH-]([O:47][C:44](=[O:46])[CH3:45])[O:47][C:44](=[O:46])[CH3:45])(=[O:46])[CH3:45].[Na+].[C:58]([OH:61])(=[O:60])[CH3:59]. Product: [C:44]([OH:47])(=[O:46])[CH3:45].[C:58]([OH:61])(=[O:60])[CH3:59].[NH:23]1[CH2:24][CH2:25][CH:20]([N:8]2[C:4]3=[N:5][CH:6]=[N:7][C:2]([NH2:1])=[C:3]3[CH:10]=[N:9]2)[CH2:21][CH2:22]1. The catalyst class is: 26. (5) Reactant: I[C:2]1[CH:28]=[CH:27][C:5]2[N:6]([CH2:9][C:10]3[CH:26]=[CH:25][C:13]4[N:14]=[C:15]([NH:17][C@@H:18]5[CH2:23][CH2:22][CH2:21][CH2:20][C@H:19]5[OH:24])[S:16][C:12]=4[CH:11]=3)[CH:7]=[N:8][C:4]=2[CH:3]=1.[C:29]([O:33][CH2:34][CH3:35])(=[O:32])[CH:30]=[CH2:31].C(N(CC)CC)C. Product: [OH:24][C@@H:19]1[CH2:20][CH2:21][CH2:22][CH2:23][C@H:18]1[NH:17][C:15]1[S:16][C:12]2[CH:11]=[C:10]([CH2:9][N:6]3[C:5]4[CH:27]=[CH:28][C:2](/[CH:31]=[CH:30]/[C:29]([O:33][CH2:34][CH3:35])=[O:32])=[CH:3][C:4]=4[N:8]=[CH:7]3)[CH:26]=[CH:25][C:13]=2[N:14]=1. The catalyst class is: 274.